From a dataset of Catalyst prediction with 721,799 reactions and 888 catalyst types from USPTO. Predict which catalyst facilitates the given reaction. (1) Reactant: [F:1][C:2]1[CH:7]=[C:6]([N+:8]([O-:10])=[O:9])[C:5]([F:11])=[CH:4][C:3]=1[CH:12](C(OCC)=O)[C:13]([O:15]CC)=[O:14].Cl. Product: [F:1][C:2]1[CH:7]=[C:6]([N+:8]([O-:10])=[O:9])[C:5]([F:11])=[CH:4][C:3]=1[CH2:12][C:13]([OH:15])=[O:14]. The catalyst class is: 52. (2) Reactant: [N:1]1([CH2:6][C:7]23[CH2:16][CH:11]4[CH2:12][CH:13]([CH2:15][C:9]([O:17][CH2:18][CH2:19][O:20][CH2:21][CH2:22][O:23][CH2:24][CH2:25][OH:26])([CH2:10]4)[CH2:8]2)[CH2:14]3)[CH:5]=[CH:4][CH:3]=[N:2]1.[Li][CH2:28]CCC.IC. Product: [CH3:28][C:5]1[N:1]([CH2:6][C:7]23[CH2:14][CH:13]4[CH2:12][CH:11]([CH2:10][C:9]([O:17][CH2:18][CH2:19][O:20][CH2:21][CH2:22][O:23][CH2:24][CH2:25][OH:26])([CH2:15]4)[CH2:8]2)[CH2:16]3)[N:2]=[CH:3][CH:4]=1. The catalyst class is: 7. (3) Reactant: [CH3:1][O:2][CH2:3][CH2:4][O:5][C:6]1[CH:7]=[C:8]2[C:12](=[CH:13][CH:14]=1)[NH:11][CH:10]=[CH:9]2.[CH2:15]=O.Cl.[CH3:18][NH:19][CH3:20]. Product: [CH3:1][O:2][CH2:3][CH2:4][O:5][C:6]1[CH:7]=[C:8]2[C:12](=[CH:13][CH:14]=1)[N:11]([CH2:18][N:19]([CH3:15])[CH3:20])[CH:10]=[CH:9]2. The catalyst class is: 15. (4) Reactant: [CH2:1]([C:3]1[CH:8]=[C:7]([C:9]2[CH:10]=[N:11][C:12](S(C)(=O)=O)=[N:13][CH:14]=2)[CH:6]=[CH:5][C:4]=1[N:19]([CH3:30])[C:20]1[N:25]=[CH:24][C:23]2[N:26]=[CH:27][N:28]([CH3:29])[C:22]=2[CH:21]=1)[CH3:2].[O:31]1[CH2:34][CH:33]([OH:35])[CH2:32]1.CC(C)([O-])C.[K+].C(Cl)Cl. Product: [CH2:1]([C:3]1[CH:8]=[C:7]([C:9]2[CH:10]=[N:11][C:12]([O:35][CH:33]3[CH2:34][O:31][CH2:32]3)=[N:13][CH:14]=2)[CH:6]=[CH:5][C:4]=1[N:19]([CH3:30])[C:20]1[N:25]=[CH:24][C:23]2[N:26]=[CH:27][N:28]([CH3:29])[C:22]=2[CH:21]=1)[CH3:2]. The catalyst class is: 20. (5) Reactant: C([O:3][C:4]([C:6]1[CH:7]=[C:8]2[C:13](=[CH:14][CH:15]=1)[NH:12][CH:11]([C:16]1[CH:21]=[C:20]([N:22]3[CH2:27][CH2:26][NH:25][CH2:24][CH2:23]3)[CH:19]=[C:18]([F:28])[CH:17]=1)[C:10]([CH3:30])([CH3:29])[CH2:9]2)=[O:5])C.O.[OH-].[Li+].O.Cl. Product: [F:28][C:18]1[CH:17]=[C:16]([CH:11]2[C:10]([CH3:29])([CH3:30])[CH2:9][C:8]3[C:13](=[CH:14][CH:15]=[C:6]([C:4]([OH:5])=[O:3])[CH:7]=3)[NH:12]2)[CH:21]=[C:20]([N:22]2[CH2:27][CH2:26][NH:25][CH2:24][CH2:23]2)[CH:19]=1. The catalyst class is: 111. (6) Reactant: [CH3:1][CH:2]1[CH2:11][CH:10]=[CH:9][C:4]2([CH2:8][CH2:7][CH2:6][CH2:5]2)[CH:3]1[C:12]([OH:14])=[O:13].[C:15]([O-])([O-])=O.[K+].[K+].CI.Cl. Product: [CH3:1][C@H:2]1[CH2:11][CH:10]=[CH:9][C:4]2([CH2:5][CH2:6][CH2:7][CH2:8]2)[C@@H:3]1[C:12]([O:14][CH3:15])=[O:13].[CH3:1][C@H:2]1[CH2:11][CH:10]=[CH:9][C:4]2([CH2:5][CH2:6][CH2:7][CH2:8]2)[C@H:3]1[C:12]([O:14][CH3:15])=[O:13]. The catalyst class is: 3. (7) Reactant: [BH4-].[Na+].[Cl:3][C:4]1[CH:9]=[CH:8][C:7]([CH:10]2[CH2:15][CH2:14][N:13]([C:16](=[O:35])[CH2:17][CH2:18][C:19]([C:21]3[CH:34]=[CH:33][C:24]4[CH2:25][CH2:26][N:27]([CH:30]([CH3:32])[CH3:31])[CH2:28][CH2:29][C:23]=4[CH:22]=3)=[O:20])[CH2:12][CH2:11]2)=[CH:6][CH:5]=1. Product: [Cl:3][C:4]1[CH:9]=[CH:8][C:7]([CH:10]2[CH2:15][CH2:14][N:13]([C:16](=[O:35])[CH2:17][CH2:18][CH:19]([C:21]3[CH:34]=[CH:33][C:24]4[CH2:25][CH2:26][N:27]([CH:30]([CH3:32])[CH3:31])[CH2:28][CH2:29][C:23]=4[CH:22]=3)[OH:20])[CH2:12][CH2:11]2)=[CH:6][CH:5]=1. The catalyst class is: 5.